Task: Predict the reaction yield, written as a fraction of the theoretical maximum amount of product (1.0 means a 100% yield; for example, 0.34 means a 34% yield).. Dataset: Reaction yield outcomes from USPTO patents with 853,638 reactions (1) The yield is 0.760. The product is [N:1]([CH2:4][C@@H:5]1[CH2:10][N:9]([C:11]([O:13][C:14]([CH3:17])([CH3:16])[CH3:15])=[O:12])[C:8]2[CH:18]=[CH:19][CH:20]=[C:21]([C:28]3[CH:27]=[CH:26][C:25]([Cl:24])=[CH:30][C:29]=3[Cl:31])[C:7]=2[O:6]1)=[N+:2]=[N-:3]. The reactants are [N:1]([CH2:4][C@@H:5]1[CH2:10][N:9]([C:11]([O:13][C:14]([CH3:17])([CH3:16])[CH3:15])=[O:12])[C:8]2[CH:18]=[CH:19][CH:20]=[C:21](Br)[C:7]=2[O:6]1)=[N+:2]=[N-:3].O.[Cl:24][C:25]1[CH:30]=[C:29]([Cl:31])[CH:28]=[CH:27][C:26]=1B(O)O.C(=O)([O-])[O-].[K+].[K+]. The catalyst is O1CCOCC1.CC1C=CC=CC=1[P](C1C=CC=CC=1C)([Pd](Cl)(Cl)[P](C1=C(C)C=CC=C1)(C1C=CC=CC=1C)C1C=CC=CC=1C)C1C=CC=CC=1C. (2) The reactants are [CH3:1][O:2][C:3]([C:5]1[N:6]([C:19]([O:21][C:22]([CH3:25])([CH3:24])[CH3:23])=[O:20])[C:7]2[C:12]([CH:13]=1)=[CH:11][C:10]([CH2:14]Br)=[CH:9][C:8]=2[N+:16]([O-:18])=[O:17])=[O:4].[C:26]1(=[O:36])[NH:30][C:29](=[O:31])[C:28]2=[CH:32][CH:33]=[CH:34][CH:35]=[C:27]12.[K].O. The catalyst is CN(C)C=O. The product is [CH3:1][O:2][C:3]([C:5]1[N:6]([C:19]([O:21][C:22]([CH3:25])([CH3:24])[CH3:23])=[O:20])[C:7]2[C:12]([CH:13]=1)=[CH:11][C:10]([CH2:14][N:30]1[C:26](=[O:36])[C:27]3[C:28](=[CH:32][CH:33]=[CH:34][CH:35]=3)[C:29]1=[O:31])=[CH:9][C:8]=2[N+:16]([O-:18])=[O:17])=[O:4]. The yield is 0.660. (3) The reactants are [CH3:1][N:2]1[C:6]([C:7]2[CH:8]=[C:9]([NH2:23])[CH:10]=[CH:11][C:12]=2[O:13][CH2:14][CH2:15][N:16]2[CH2:22][CH2:21][CH2:20][O:19][CH2:18][CH2:17]2)=[CH:5][CH:4]=[N:3]1.Cl[C:25]([O:27][CH:28]([CH3:30])[CH3:29])=[O:26]. The catalyst is CC(N(C)C)=O.CS(C)=O. The product is [CH:28]([O:27][C:25](=[O:26])[NH:23][C:9]1[CH:10]=[CH:11][C:12]([O:13][CH2:14][CH2:15][N:16]2[CH2:22][CH2:21][CH2:20][O:19][CH2:18][CH2:17]2)=[C:7]([C:6]2[N:2]([CH3:1])[N:3]=[CH:4][CH:5]=2)[CH:8]=1)([CH3:30])[CH3:29]. The yield is 0.800.